This data is from Forward reaction prediction with 1.9M reactions from USPTO patents (1976-2016). The task is: Predict the product of the given reaction. (1) Given the reactants [CH3:1][C:2]([O:9][C:10]1[CH:15]=[CH:14][C:13]([C:16]([F:19])([F:18])[F:17])=[CH:12][N:11]=1)([CH3:8])[C:3]([O:5]CC)=[O:4].[OH-].[Na+], predict the reaction product. The product is: [CH3:8][C:2]([O:9][C:10]1[CH:15]=[CH:14][C:13]([C:16]([F:18])([F:19])[F:17])=[CH:12][N:11]=1)([CH3:1])[C:3]([OH:5])=[O:4]. (2) Given the reactants [CH2:1]([O:3][C:4](=[O:26])[C@@H:5]([NH:18][C:19]([O:21][C:22]([CH3:25])([CH3:24])[CH3:23])=[O:20])[CH2:6][CH2:7][C:8]([O:10]CC1C=CC=CC=1)=[O:9])[CH3:2], predict the reaction product. The product is: [CH2:1]([O:3][C:4](=[O:26])[C@@H:5]([NH:18][C:19]([O:21][C:22]([CH3:25])([CH3:24])[CH3:23])=[O:20])[CH2:6][CH2:7][C:8]([OH:10])=[O:9])[CH3:2].